This data is from Merck oncology drug combination screen with 23,052 pairs across 39 cell lines. The task is: Regression. Given two drug SMILES strings and cell line genomic features, predict the synergy score measuring deviation from expected non-interaction effect. (1) Drug 1: COc1cccc2c1C(=O)c1c(O)c3c(c(O)c1C2=O)CC(O)(C(=O)CO)CC3OC1CC(N)C(O)C(C)O1. Drug 2: O=C(O)C1(Cc2cccc(Nc3nccs3)n2)CCC(Oc2cccc(Cl)c2F)CC1. Cell line: SKOV3. Synergy scores: synergy=-17.6. (2) Drug 1: CCC1(O)CC2CN(CCc3c([nH]c4ccccc34)C(C(=O)OC)(c3cc4c(cc3OC)N(C)C3C(O)(C(=O)OC)C(OC(C)=O)C5(CC)C=CCN6CCC43C65)C2)C1. Drug 2: O=C(CCCCCCC(=O)Nc1ccccc1)NO. Cell line: LOVO. Synergy scores: synergy=4.47. (3) Drug 1: O=C(NOCC(O)CO)c1ccc(F)c(F)c1Nc1ccc(I)cc1F. Drug 2: CNC(=O)c1cc(Oc2ccc(NC(=O)Nc3ccc(Cl)c(C(F)(F)F)c3)cc2)ccn1. Cell line: EFM192B. Synergy scores: synergy=14.7. (4) Drug 1: O=C(O)C1(Cc2cccc(Nc3nccs3)n2)CCC(Oc2cccc(Cl)c2F)CC1. Drug 2: CCc1cnn2c(NCc3ccc[n+]([O-])c3)cc(N3CCCCC3CCO)nc12. Cell line: NCIH23. Synergy scores: synergy=-6.96. (5) Drug 2: Cn1c(=O)n(-c2ccc(C(C)(C)C#N)cc2)c2c3cc(-c4cnc5ccccc5c4)ccc3ncc21. Cell line: NCIH23. Synergy scores: synergy=16.8. Drug 1: N#Cc1ccc(Cn2cncc2CN2CCN(c3cccc(Cl)c3)C(=O)C2)cc1.